Task: Predict the reaction yield, written as a fraction of the theoretical maximum amount of product (1.0 means a 100% yield; for example, 0.34 means a 34% yield).. Dataset: Reaction yield outcomes from USPTO patents with 853,638 reactions (1) The reactants are [CH3:1][O:2][C:3]1[CH:4]=[C:5]([CH:16]=[CH:17][CH:18]=1)[CH2:6][N:7]1[C:12]([CH3:13])=[CH:11][C:10]([OH:14])=[CH:9][C:8]1=[O:15].Cl[CH2:20][C:21]1[CH:38]=[CH:37][CH:36]=[CH:35][C:22]=1[CH2:23][N:24]1[C:32](=[O:33])[C:31]2[C:26](=[CH:27][CH:28]=[CH:29][CH:30]=2)[C:25]1=[O:34].C1CCN2C(=NCCC2)CC1.O. The catalyst is CN(C=O)C. The product is [CH3:1][O:2][C:3]1[CH:4]=[C:5]([CH:16]=[CH:17][CH:18]=1)[CH2:6][N:7]1[C:12]([CH3:13])=[CH:11][C:10]([O:14][CH2:20][C:21]2[CH:38]=[CH:37][CH:36]=[CH:35][C:22]=2[CH2:23][N:24]2[C:32](=[O:33])[C:31]3[C:26](=[CH:27][CH:28]=[CH:29][CH:30]=3)[C:25]2=[O:34])=[CH:9][C:8]1=[O:15]. The yield is 0.310. (2) The reactants are [CH2:1]([O:8][C:9]1[C:18](=[O:19])[N:17]2[C:12]([CH:13]([CH3:20])[O:14][CH2:15][CH2:16]2)=[N:11][C:10]=1[C:21]([O:23]CC)=[O:22])[C:2]1[CH:7]=[CH:6][CH:5]=[CH:4][CH:3]=1. The catalyst is C(OCC)(=O)C.CCCCCC. The product is [CH2:1]([O:8][C:9]1[C:18](=[O:19])[N:17]2[C:12]([CH:13]([CH3:20])[O:14][CH2:15][CH2:16]2)=[N:11][C:10]=1[C:21]([OH:23])=[O:22])[C:2]1[CH:3]=[CH:4][CH:5]=[CH:6][CH:7]=1. The yield is 0.960.